From a dataset of Full USPTO retrosynthesis dataset with 1.9M reactions from patents (1976-2016). Predict the reactants needed to synthesize the given product. (1) Given the product [O:30]1[CH2:31][CH2:32][CH2:33][CH2:34][CH:35]1[O:1][C:2]1[CH:3]=[C:4]([CH:9]=[C:10]([O:12][CH:16]2[CH2:17][CH2:18][CH2:13][CH2:23][O:36]2)[CH:11]=1)[C:5]([O:7][CH3:8])=[O:6], predict the reactants needed to synthesize it. The reactants are: [OH:1][C:2]1[CH:3]=[C:4]([CH:9]=[C:10]([OH:12])[CH:11]=1)[C:5]([O:7][CH3:8])=[O:6].[C:13]1([CH3:23])[CH:18]=[CH:17][C:16](S([O-])(=O)=O)=CC=1.[NH+]1C=CC=CC=1.[O:30]1[CH:35]=[CH:34][CH2:33][CH2:32][CH2:31]1.[OH-:36].[Na+]. (2) Given the product [C:22]([C:26]1[CH:36]=[CH:35][C:29]([O:30][CH2:31][C@@H:32]([OH:33])[CH2:34][N:1]2[CH2:6][CH2:5][CH2:4][C:3]3([O:11][C:10]4[C:12]5[C:17]([C:18](=[O:21])[C:19](=[O:20])[C:9]=4[S:8][CH2:7]3)=[CH:16][CH:15]=[CH:14][CH:13]=5)[CH2:2]2)=[CH:28][CH:27]=1)([CH3:23])([CH3:24])[CH3:25], predict the reactants needed to synthesize it. The reactants are: [NH:1]1[CH2:6][CH2:5][CH2:4][C:3]2([O:11][C:10]3[C:12]4[C:17]([C:18](=[O:21])[C:19](=[O:20])[C:9]=3[S:8][CH2:7]2)=[CH:16][CH:15]=[CH:14][CH:13]=4)[CH2:2]1.[C:22]([C:26]1[CH:36]=[CH:35][C:29]([O:30][CH2:31][C@@H:32]2[CH2:34][O:33]2)=[CH:28][CH:27]=1)([CH3:25])([CH3:24])[CH3:23]. (3) Given the product [CH3:1][C:2]([CH3:16])([CH3:15])[C:3]#[C:4][C:5]1[CH:6]=[CH:7][C:8]([C:11]([OH:13])=[O:12])=[N:9][CH:10]=1, predict the reactants needed to synthesize it. The reactants are: [CH3:1][C:2]([CH3:16])([CH3:15])[C:3]#[C:4][C:5]1[CH:6]=[CH:7][C:8]([C:11]([O:13]C)=[O:12])=[N:9][CH:10]=1.[OH-].[Li+].CO.